This data is from Catalyst prediction with 721,799 reactions and 888 catalyst types from USPTO. The task is: Predict which catalyst facilitates the given reaction. (1) Reactant: O=[CH:2][C@@H:3]([C@H:5]([C@@H:7]([C@@H:9]([CH2:11][OH:12])[OH:10])[OH:8])[OH:6])[OH:4].[F:13][C:14]([F:25])([F:24])[C:15]1[CH:20]=[CH:19][C:18]([CH2:21][CH2:22][NH2:23])=[CH:17][CH:16]=1.Cl.[H][H]. Product: [F:13][C:14]([F:24])([F:25])[C:15]1[CH:16]=[CH:17][C:18]([CH2:21][CH2:22][NH:23][CH2:2][C@@H:3]([C@H:5]([C@@H:7]([C@@H:9]([CH2:11][OH:12])[OH:10])[OH:8])[OH:6])[OH:4])=[CH:19][CH:20]=1. The catalyst class is: 63. (2) Reactant: [CH3:1][O:2][C:3](=[O:24])/[CH:4]=[CH:5]/[C:6]1[CH:11]=[CH:10][C:9]([CH:12]2[CH2:16][CH2:15][CH2:14][N:13]2[CH2:17][CH2:18][C:19]2[NH:23][N:22]=[N:21][N:20]=2)=[CH:8][CH:7]=1.I[CH3:26].[OH-].[Na+]. Product: [CH3:1][O:2][C:3](=[O:24])/[CH:4]=[CH:5]/[C:6]1[CH:7]=[CH:8][C:9]([CH:12]2[CH2:16][CH2:15][CH2:14][N:13]2[CH2:17][CH2:18][C:19]2[N:23]=[N:22][N:21]([CH3:26])[N:20]=2)=[CH:10][CH:11]=1.[CH3:1][O:2][C:3](=[O:24])/[CH:4]=[CH:5]/[C:6]1[CH:7]=[CH:8][C:9]([CH:12]2[CH2:16][CH2:15][CH2:14][N:13]2[CH2:17][CH2:18][C:19]2[N:20]([CH3:26])[N:21]=[N:22][N:23]=2)=[CH:10][CH:11]=1. The catalyst class is: 9. (3) Reactant: C([NH:4][C:5]1[CH:18]=[CH:17][C:8]([C:9]([NH:11][C:12]2[S:13][CH:14]=[CH:15][N:16]=2)=[O:10])=[C:7]([CH3:19])[CH:6]=1)(=O)C.[OH-].[Na+]. Product: [NH2:4][C:5]1[CH:18]=[CH:17][C:8]([C:9]([NH:11][C:12]2[S:13][CH:14]=[CH:15][N:16]=2)=[O:10])=[C:7]([CH3:19])[CH:6]=1. The catalyst class is: 33.